This data is from NCI-60 drug combinations with 297,098 pairs across 59 cell lines. The task is: Regression. Given two drug SMILES strings and cell line genomic features, predict the synergy score measuring deviation from expected non-interaction effect. (1) Drug 1: CC1=CC=C(C=C1)C2=CC(=NN2C3=CC=C(C=C3)S(=O)(=O)N)C(F)(F)F. Drug 2: CCC1(CC2CC(C3=C(CCN(C2)C1)C4=CC=CC=C4N3)(C5=C(C=C6C(=C5)C78CCN9C7C(C=CC9)(C(C(C8N6C=O)(C(=O)OC)O)OC(=O)C)CC)OC)C(=O)OC)O.OS(=O)(=O)O. Cell line: CCRF-CEM. Synergy scores: CSS=74.4, Synergy_ZIP=-2.14, Synergy_Bliss=-0.668, Synergy_Loewe=-15.5, Synergy_HSA=1.08. (2) Drug 1: COC1=CC(=CC(=C1O)OC)C2C3C(COC3=O)C(C4=CC5=C(C=C24)OCO5)OC6C(C(C7C(O6)COC(O7)C8=CC=CS8)O)O. Drug 2: CC1=C(C(=CC=C1)Cl)NC(=O)C2=CN=C(S2)NC3=CC(=NC(=N3)C)N4CCN(CC4)CCO. Cell line: SW-620. Synergy scores: CSS=43.6, Synergy_ZIP=6.69, Synergy_Bliss=5.22, Synergy_Loewe=-1.36, Synergy_HSA=6.11. (3) Drug 1: CN(C)N=NC1=C(NC=N1)C(=O)N. Drug 2: C1=CC(=CC=C1CC(C(=O)O)N)N(CCCl)CCCl.Cl. Cell line: OVCAR3. Synergy scores: CSS=23.0, Synergy_ZIP=-3.18, Synergy_Bliss=6.66, Synergy_Loewe=2.94, Synergy_HSA=5.30. (4) Drug 1: CCC1=CC2CC(C3=C(CN(C2)C1)C4=CC=CC=C4N3)(C5=C(C=C6C(=C5)C78CCN9C7C(C=CC9)(C(C(C8N6C)(C(=O)OC)O)OC(=O)C)CC)OC)C(=O)OC.C(C(C(=O)O)O)(C(=O)O)O. Drug 2: CCCS(=O)(=O)NC1=C(C(=C(C=C1)F)C(=O)C2=CNC3=C2C=C(C=N3)C4=CC=C(C=C4)Cl)F. Cell line: OVCAR3. Synergy scores: CSS=70.0, Synergy_ZIP=8.90, Synergy_Bliss=8.78, Synergy_Loewe=-21.4, Synergy_HSA=8.08.